From a dataset of Full USPTO retrosynthesis dataset with 1.9M reactions from patents (1976-2016). Predict the reactants needed to synthesize the given product. (1) Given the product [F:11][C:9]1[N:8]=[C:7]2[C:3]([N:4]=[CH:5][NH:6]2)=[C:2]([NH:28][CH2:27][C:23]2[CH:22]=[N:21][CH:26]=[CH:25][CH:24]=2)[N:10]=1, predict the reactants needed to synthesize it. The reactants are: Cl[C:2]1[N:10]=[C:9]([F:11])[N:8]=[C:7]2[C:3]=1[NH:4][CH:5]=[N:6]2.CCN(C(C)C)C(C)C.[N:21]1[CH:26]=[CH:25][CH:24]=[C:23]([CH2:27][NH2:28])[CH:22]=1.C(Cl)(Cl)Cl. (2) Given the product [NH:12]1[C:13]2[C:18](=[CH:17][CH:16]=[CH:15][CH:14]=2)[C:10]([C:8](=[O:9])[CH:35]([NH:34][C:32]2[CH:31]=[N:30][CH:29]=[C:28]([O:27][CH3:26])[N:33]=2)[C:36]2[CH:37]=[N:38][CH:39]=[CH:40][CH:41]=2)=[CH:11]1, predict the reactants needed to synthesize it. The reactants are: C(N(CC)CC)C.[CH:8]([C:10]1[C:18]2[C:13](=[CH:14][CH:15]=[CH:16][CH:17]=2)[N:12](C(OC(C)(C)C)=O)[CH:11]=1)=[O:9].[CH3:26][O:27][C:28]1[N:33]=[C:32]([N:34]=[CH:35][C:36]2[CH:37]=[N:38][CH:39]=[CH:40][CH:41]=2)[CH:31]=[N:30][CH:29]=1.